This data is from Peptide-MHC class I binding affinity with 185,985 pairs from IEDB/IMGT. The task is: Regression. Given a peptide amino acid sequence and an MHC pseudo amino acid sequence, predict their binding affinity value. This is MHC class I binding data. (1) The binding affinity (normalized) is 0.754. The peptide sequence is QLQLLMPLK. The MHC is HLA-A11:01 with pseudo-sequence HLA-A11:01. (2) The peptide sequence is QLFIKDYRY. The MHC is HLA-B07:02 with pseudo-sequence HLA-B07:02. The binding affinity (normalized) is 0.0847.